From a dataset of Full USPTO retrosynthesis dataset with 1.9M reactions from patents (1976-2016). Predict the reactants needed to synthesize the given product. (1) Given the product [CH:1]([C:4]1[CH:9]=[CH:8][C:7]([C:10]2[C:19]3[C:14](=[CH:15][CH:16]=[C:17]([O:20][CH2:21][C:22]#[CH:23])[CH:18]=3)[N:13]([CH2:24][C:25]3[CH:26]=[C:27]([N:31]([CH3:47])[C:32](=[O:44])[CH2:33][N:34]4[CH2:39][CH2:38][N:37]([CH2:40][CH2:41][O:42][CH3:43])[CH2:36][CH2:35]4)[CH:28]=[CH:29][CH:30]=3)[C:12](=[O:45])[N:11]=2)=[CH:6][CH:5]=1)([CH3:3])[CH3:2], predict the reactants needed to synthesize it. The reactants are: [CH:1]([C:4]1[CH:9]=[CH:8][C:7]([C:10]2[C:19]3[C:14](=[CH:15][CH:16]=[C:17]([O:20][CH2:21][C:22]#[CH:23])[CH:18]=3)[N:13]([CH2:24][C:25]3[CH:26]=[C:27]([NH:31][C:32](=[O:44])[CH2:33][N:34]4[CH2:39][CH2:38][N:37]([CH2:40][CH2:41][O:42][CH3:43])[CH2:36][CH2:35]4)[CH:28]=[CH:29][CH:30]=3)[C:12](=[O:45])[N:11]=2)=[CH:6][CH:5]=1)([CH3:3])[CH3:2].[Li+].[CH3:47]C([N-]C(C)C)C.CN(P(N(C)C)(N(C)C)=O)C.CI. (2) Given the product [CH3:29][S:30]([OH:33])(=[O:32])=[O:31].[CH3:13][O:12][C:9]1[CH:10]=[CH:11][C:6]([CH2:5][CH2:4][CH2:3][CH2:2][N:20]2[CH:24]=[CH:23][N:22]=[N:21]2)=[CH:7][CH:8]=1, predict the reactants needed to synthesize it. The reactants are: Cl[CH2:2][CH2:3][CH2:4][CH2:5][C:6]1[CH:11]=[CH:10][C:9]([O:12][CH3:13])=[CH:8][CH:7]=1.CC(O)(CC)C.[NH:20]1[CH:24]=[CH:23][N:22]=[N:21]1.[I-].[K+].[OH-].[Na+].[CH3:29][S:30]([OH:33])(=[O:32])=[O:31]. (3) Given the product [CH3:25][CH:26]([CH3:32])/[CH:27]=[CH:28]/[C:29]([N:14]1[CH2:15][CH2:16][N:11]([C:4]2[C:5]3[C:10](=[CH:9][CH:8]=[CH:7][CH:6]=3)[N:1]=[CH:2][CH:3]=2)[C:12](=[O:17])[CH2:13]1)=[O:30], predict the reactants needed to synthesize it. The reactants are: [N:1]1[C:10]2[C:5](=[CH:6][CH:7]=[CH:8][CH:9]=2)[C:4]([N:11]2[CH2:16][CH2:15][NH:14][CH2:13][C:12]2=[O:17])=[CH:3][CH:2]=1.C(N(CC)CC)C.[CH3:25][CH:26]([CH3:32])/[CH:27]=[CH:28]/[C:29](Cl)=[O:30]. (4) Given the product [O:37]=[S:10]1(=[O:9])[C:16]2[CH:17]=[CH:18][C:19]([O:21][C:22]3[CH:23]=[C:24]([C:25]([NH:38][C:39]4[CH:43]=[CH:42][N:41]([C:44]([O:46][C:47]([CH3:50])([CH3:49])[CH3:48])=[O:45])[N:40]=4)=[O:26])[CH:28]=[C:29]([O:31][C@@H:32]([CH3:36])[CH2:33][O:34][CH3:35])[CH:30]=3)=[CH:20][C:15]=2[O:14][CH2:13][CH2:12][NH:11]1, predict the reactants needed to synthesize it. The reactants are: ClC(N(C)C)=C(C)C.[O:9]=[S:10]1(=[O:37])[C:16]2[CH:17]=[CH:18][C:19]([O:21][C:22]3[CH:23]=[C:24]([CH:28]=[C:29]([O:31][C@@H:32]([CH3:36])[CH2:33][O:34][CH3:35])[CH:30]=3)[C:25](O)=[O:26])=[CH:20][C:15]=2[O:14][CH2:13][CH2:12][NH:11]1.[NH2:38][C:39]1[CH:43]=[CH:42][N:41]([C:44]([O:46][C:47]([CH3:50])([CH3:49])[CH3:48])=[O:45])[N:40]=1.N1C=CC=CC=1.